Dataset: CYP3A4 substrate classification data from Carbon-Mangels et al.. Task: Regression/Classification. Given a drug SMILES string, predict its absorption, distribution, metabolism, or excretion properties. Task type varies by dataset: regression for continuous measurements (e.g., permeability, clearance, half-life) or binary classification for categorical outcomes (e.g., BBB penetration, CYP inhibition). Dataset: cyp3a4_substrate_carbonmangels. The drug is CC(=O)Nc1ccccc1. The result is 0 (non-substrate).